Dataset: Reaction yield outcomes from USPTO patents with 853,638 reactions. Task: Predict the reaction yield, written as a fraction of the theoretical maximum amount of product (1.0 means a 100% yield; for example, 0.34 means a 34% yield). (1) The reactants are C(O[C@@H]1[C@H](OC(=O)C)[C@@H](COC(=O)C)O[C@H]1[N:19]1[CH:27]=[N:26][C:25]2[C:20]1=[N:21][C:22]([Cl:36])=[N:23][C:24]=2[N:28]1[CH:32]=[CH:31][N:30]=[C:29]1[CH2:33][CH2:34][CH3:35])(=O)C.C(Cl)(C)=O. The catalyst is CC(O)=O. The product is [Cl:36][C:22]1[N:21]=[C:20]2[C:25]([NH:26][CH:27]=[N:19]2)=[C:24]([N:28]2[CH:32]=[CH:31][N:30]=[C:29]2[CH2:33][CH2:34][CH3:35])[N:23]=1. The yield is 0.880. (2) The reactants are [C:1]1([C:7]2[CH2:8][CH2:9][CH2:10][C:11]3[CH:24]=[CH:23][CH:22]=[CH:21][C:12]=3[C:13]=2[C:14]2[CH:19]=[CH:18][C:17]([OH:20])=[CH:16][CH:15]=2)[CH:6]=[CH:5][CH:4]=[CH:3][CH:2]=1.N1C=CC=CC=1.[F:31][C:32]([F:45])([F:44])[S:33](O[S:33]([C:32]([F:45])([F:44])[F:31])(=[O:35])=[O:34])(=[O:35])=[O:34]. The catalyst is C(Cl)Cl.O. The product is [C:1]1([C:7]2[CH2:8][CH2:9][CH2:10][C:11]3[CH:24]=[CH:23][CH:22]=[CH:21][C:12]=3[C:13]=2[C:14]2[CH:15]=[CH:16][C:17]([O:20][S:33]([C:32]([F:45])([F:44])[F:31])(=[O:35])=[O:34])=[CH:18][CH:19]=2)[CH:6]=[CH:5][CH:4]=[CH:3][CH:2]=1. The yield is 0.940. (3) The reactants are [CH3:1][N:2]([CH2:7][C:8]1[C:16]2[C:11](=[CH:12][CH:13]=[CH:14][CH:15]=2)[N:10]([CH3:17])[CH:9]=1)[C:3](=[O:6])[CH:4]=[CH2:5].CN(CC1SC2C=CC=CC=2C=1C)C(=O)C=C.Br[C:36]1[CH:37]=[C:38]([CH2:43][N:44]2[CH2:49][CH2:48][O:47][CH2:46][CH2:45]2)[C:39]([NH2:42])=[N:40][CH:41]=1.BrC1C=NC2NC(=O)C(C)(C)NCC=2C=1. No catalyst specified. The product is [NH2:42][C:39]1[N:40]=[CH:41][C:36](/[CH:5]=[CH:4]/[C:3]([N:2]([CH3:1])[CH2:7][C:8]2[C:16]3[C:11](=[CH:12][CH:13]=[CH:14][CH:15]=3)[N:10]([CH3:17])[CH:9]=2)=[O:6])=[CH:37][C:38]=1[CH2:43][N:44]1[CH2:49][CH2:48][O:47][CH2:46][CH2:45]1. The yield is 0.380. (4) The reactants are [Cl:1][C:2]1[CH:8]=[C:7]([O:9][C:10]2[C:19]3[C:14](=[CH:15][C:16]([O:22][CH3:23])=[C:17]([O:20][CH3:21])[CH:18]=3)[N:13]=[CH:12][N:11]=2)[CH:6]=[CH:5][C:3]=1[NH2:4].C1(C)C=CC=CC=1.C(N(CC)CC)C.ClC(Cl)(O[C:42](=[O:48])[O:43][C:44](Cl)(Cl)Cl)Cl.[CH3:50][O:51][C:52]1[CH:53]=[C:54]([CH:57]=[CH:58][C:59]=1[O:60][CH3:61])CO. The catalyst is C(Cl)Cl. The product is [Cl:1][C:2]1[CH:8]=[C:7]([O:9][C:10]2[C:19]3[C:14](=[CH:15][C:16]([O:22][CH3:23])=[C:17]([O:20][CH3:21])[CH:18]=3)[N:13]=[CH:12][N:11]=2)[CH:6]=[CH:5][C:3]=1[NH:4][C:42](=[O:48])[O:43][CH2:44][C:57]1[CH:54]=[CH:53][C:52]([O:51][CH3:50])=[C:59]([O:60][CH3:61])[CH:58]=1. The yield is 0.420. (5) The reactants are [C:1]([O:5][C:6]([NH:8][CH2:9]/[C:10](/[F:31])=[CH:11]\[CH2:12][O:13][Si](C(C)(C)C)(C1C=CC=CC=1)C1C=CC=CC=1)=[O:7])([CH3:4])([CH3:3])[CH3:2].O.O.O.[F-].C([N+](CCCC)(CCCC)CCCC)CCC. The catalyst is C1COCC1.O.CCOC(C)=O. The product is [C:1]([O:5][C:6]([NH:8]/[CH:9]=[C:10](/[F:31])\[CH2:11][CH2:12][OH:13])=[O:7])([CH3:4])([CH3:2])[CH3:3]. The yield is 0.910. (6) The reactants are [N:1]1([O:10][C:11](N(C)C)=[N+](C)C)[C:5]2[N:6]=[CH:7][CH:8]=[CH:9][C:4]=2N=[N:2]1.F[P-](F)(F)(F)(F)F.C([O:29]C([N:32]1[CH2:37][CH2:36][O:35][CH2:34][CH:33]1[C:38]([OH:40])=O)=O)(C)(C)C.[CH:41](N(CC)C(C)C)([CH3:43])[CH3:42].C(O)=O.NCC1C=C(CN2[C:70]3[C:65](=[C:66]([OH:71])[CH:67]=[CH:68][CH:69]=3)[C:64]([NH:72][S:73]([C:76]3[S:77][C:78]([Cl:81])=[CH:79][CH:80]=3)(=[O:75])=[O:74])=N2)C=CC=1.ClC1SC(S(NC2C3C(=CC=CC=3O)N(CC3C=C(CNC(C4COCCN4C(OC(C)(C)C)=O)=O)C=CC=3)N=2)(=O)=O)=CC=1.Cl.O1CCOCC1. The catalyst is CN(C=O)C.ClCCl.CO. The product is [CH:11]([OH:10])=[O:29].[Cl:81][C:78]1[S:77][C:76]([S:73]([NH:72][C:64]2[C:65]3[C:70](=[CH:69][CH:68]=[CH:67][C:66]=3[OH:71])[N:1]([CH2:5][C:4]3[CH:9]=[C:8]([CH2:7][NH:6][C:38]([CH:33]4[CH2:34][O:35][CH2:36][CH2:37][NH:32]4)=[O:40])[CH:42]=[CH:41][CH:43]=3)[N:2]=2)(=[O:75])=[O:74])=[CH:80][CH:79]=1. The yield is 0.430.